Dataset: Forward reaction prediction with 1.9M reactions from USPTO patents (1976-2016). Task: Predict the product of the given reaction. Given the reactants [O:1]=[C:2]([N:6]([CH:30]([C:32]1[CH:37]=[CH:36][C:35]([C:38]([F:41])([F:40])[F:39])=[CH:34][CH:33]=1)[CH3:31])[CH2:7][C:8]1[CH:13]=[CH:12][C:11]([C:14]2[O:18][N:17]=[C:16]([CH2:19][CH2:20][CH2:21][CH2:22][CH2:23][CH2:24][CH2:25][CH2:26][CH2:27][CH2:28][CH3:29])[N:15]=2)=[CH:10][CH:9]=1)[C:3]([OH:5])=[O:4].[CH3:42][NH:43][CH2:44][C@@H:45]([C@H:47]([C@@H:49]([C@@H:51]([CH2:53][OH:54])[OH:52])[OH:50])[OH:48])[OH:46], predict the reaction product. The product is: [CH3:42][NH:43][CH2:44][C@@H:45]([C@H:47]([C@@H:49]([C@@H:51]([CH2:53][OH:54])[OH:52])[OH:50])[OH:48])[OH:46].[O:1]=[C:2]([N:6]([CH:30]([C:32]1[CH:37]=[CH:36][C:35]([C:38]([F:41])([F:40])[F:39])=[CH:34][CH:33]=1)[CH3:31])[CH2:7][C:8]1[CH:9]=[CH:10][C:11]([C:14]2[O:18][N:17]=[C:16]([CH2:19][CH2:20][CH2:21][CH2:22][CH2:23][CH2:24][CH2:25][CH2:26][CH2:27][CH2:28][CH3:29])[N:15]=2)=[CH:12][CH:13]=1)[C:3]([OH:5])=[O:4].